Dataset: Catalyst prediction with 721,799 reactions and 888 catalyst types from USPTO. Task: Predict which catalyst facilitates the given reaction. Reactant: Cl.[CH2:2]([O:9][C:10]1[CH:15]=[CH:14][N:13]([C:16]2[CH:24]=[C:23]3[C:19]([C:20]4[CH2:29][CH2:28][NH:27][CH2:26][C:21]=4[N:22]3[CH3:25])=[CH:18][CH:17]=2)[C:12](=[O:30])[CH:11]=1)[C:3]1[CH:8]=[CH:7][CH:6]=[CH:5][CH:4]=1.[C:31]([N:38]1[CH2:45][CH2:44][CH2:43][C@H:39]1[C:40](O)=[O:41])([O:33][C:34]([CH3:37])([CH3:36])[CH3:35])=[O:32].CN(C(ON1N=NC2C=CC=NC1=2)=[N+](C)C)C.F[P-](F)(F)(F)(F)F.CCN(CC)CC. Product: [CH2:2]([O:9][C:10]1[CH:15]=[CH:14][N:13]([C:16]2[CH:24]=[C:23]3[C:19]([C:20]4[CH2:29][CH2:28][N:27]([C:40]([C@@H:39]5[CH2:43][CH2:44][CH2:45][N:38]5[C:31]([O:33][C:34]([CH3:37])([CH3:36])[CH3:35])=[O:32])=[O:41])[CH2:26][C:21]=4[N:22]3[CH3:25])=[CH:18][CH:17]=2)[C:12](=[O:30])[CH:11]=1)[C:3]1[CH:4]=[CH:5][CH:6]=[CH:7][CH:8]=1. The catalyst class is: 85.